Dataset: Reaction yield outcomes from USPTO patents with 853,638 reactions. Task: Predict the reaction yield, written as a fraction of the theoretical maximum amount of product (1.0 means a 100% yield; for example, 0.34 means a 34% yield). (1) The reactants are CCN(CC)CC.[Br:8][C:9]1[N:13]2[CH:14]=[C:15]([C:22]3[CH:26]=[CH:25][O:24][CH:23]=3)[CH:16]=[C:17]([C:18]([F:21])([F:20])[F:19])[C:12]2=[N:11][C:10]=1[C:27](O)=[O:28].Cl.[NH:31]1[CH2:36][CH2:35][CH:34]([N:37]2[CH2:41][CH2:40][O:39][C:38]2=[O:42])[CH2:33][CH2:32]1.C(Cl)CCl.C1C=CC2N(O)N=NC=2C=1. The catalyst is CN(C)C=O. The product is [Br:8][C:9]1[N:13]2[CH:14]=[C:15]([C:22]3[CH:26]=[CH:25][O:24][CH:23]=3)[CH:16]=[C:17]([C:18]([F:20])([F:21])[F:19])[C:12]2=[N:11][C:10]=1[C:27]([N:31]1[CH2:32][CH2:33][CH:34]([N:37]2[CH2:41][CH2:40][O:39][C:38]2=[O:42])[CH2:35][CH2:36]1)=[O:28]. The yield is 0.900. (2) The reactants are C([O-])([O-])=O.[Cs+].[Cs+].[I:7][C:8]1[CH:13]=[CH:12][C:11]([C:14]2[C:18]3[CH2:19][N:20]([C:23](=[O:25])[CH3:24])[CH2:21][CH2:22][C:17]=3[NH:16][N:15]=2)=[CH:10][CH:9]=1.[CH2:26]([CH:28]1[O:30][CH2:29]1)Cl. The catalyst is CN(C=O)C. The product is [I:7][C:8]1[CH:9]=[CH:10][C:11]([C:14]2[C:18]3[CH2:19][N:20]([C:23](=[O:25])[CH3:24])[CH2:21][CH2:22][C:17]=3[N:16]([CH2:26][CH:28]3[CH2:29][O:30]3)[N:15]=2)=[CH:12][CH:13]=1. The yield is 0.580.